This data is from Forward reaction prediction with 1.9M reactions from USPTO patents (1976-2016). The task is: Predict the product of the given reaction. (1) Given the reactants Cl[C:2]1[C:7]([CH:8]=O)=[CH:6][N:5]=[C:4]2[NH:10][CH:11]=[C:12]([CH2:13][CH3:14])[C:3]=12.[CH3:15][NH:16][NH2:17].Cl, predict the reaction product. The product is: [CH2:13]([C:12]1[C:3]2[C:4](=[N:5][CH:6]=[C:7]3[CH:8]=[N:17][N:16]([CH3:15])[C:2]3=2)[NH:10][CH:11]=1)[CH3:14]. (2) Given the reactants [S:1]1[C:5]2[CH:6]=[CH:7][CH:8]=[CH:9][C:4]=2[C:3]([N:10]2[CH2:15][CH2:14][N:13]([CH2:16][CH2:17][C:18]3[CH:23]=[CH:22][C:21]([NH2:24])=[CH:20][CH:19]=3)[CH2:12][CH2:11]2)=[N:2]1.[CH:25]1[CH:30]=[C:29]([CH:31]=[O:32])[C:28]([CH:33]=O)=[CH:27][CH:26]=1.C(O)(=O)C, predict the reaction product. The product is: [S:1]1[C:5]2[CH:6]=[CH:7][CH:8]=[CH:9][C:4]=2[C:3]([N:10]2[CH2:11][CH2:12][N:13]([CH2:16][CH2:17][C:18]3[CH:19]=[CH:20][C:21]([N:24]4[CH2:33][C:28]5[C:29](=[CH:30][CH:25]=[CH:26][CH:27]=5)[C:31]4=[O:32])=[CH:22][CH:23]=3)[CH2:14][CH2:15]2)=[N:2]1. (3) Given the reactants [N:1]([C:4]1[C:13]([S:14][CH2:15][C:16]2[CH:21]=[CH:20][C:19]([O:22][CH3:23])=[CH:18][CH:17]=2)=[CH:12][C:7]([C:8]([O:10][CH3:11])=[O:9])=[C:6]([NH:24][C:25]2[CH:30]=[CH:29][CH:28]=[CH:27][C:26]=2[F:31])[C:5]=1[F:32])=[N+]=[N-], predict the reaction product. The product is: [NH2:1][C:4]1[C:13]([S:14][CH2:15][C:16]2[CH:17]=[CH:18][C:19]([O:22][CH3:23])=[CH:20][CH:21]=2)=[CH:12][C:7]([C:8]([O:10][CH3:11])=[O:9])=[C:6]([NH:24][C:25]2[CH:30]=[CH:29][CH:28]=[CH:27][C:26]=2[F:31])[C:5]=1[F:32]. (4) Given the reactants [OH:1][C:2]1[CH:3]=[C:4]([CH:7]=[C:8]([OH:10])[CH:9]=1)[C:5]#[N:6].C([O-])([O-])=O.[K+].[K+].[CH2:17](Br)[C:18]1[CH:23]=[CH:22][CH:21]=[CH:20][CH:19]=1, predict the reaction product. The product is: [CH2:17]([O:1][C:2]1[CH:3]=[C:4]([CH:7]=[C:8]([OH:10])[CH:9]=1)[C:5]#[N:6])[C:18]1[CH:23]=[CH:22][CH:21]=[CH:20][CH:19]=1. (5) Given the reactants [CH3:1][O:2][C:3]([CH:5]1[CH2:9][CH:8]([C:10]([O:12][CH3:13])=[O:11])[CH2:7][CH:6]1[C:14]([F:22])([F:21])[C:15]([F:20])([F:19])[S:16]([O-:18])=[O:17])=[O:4].[Na+:23].[OH:24]O, predict the reaction product. The product is: [CH3:1][O:2][C:3]([CH:5]1[CH2:9][CH:8]([C:10]([O:12][CH3:13])=[O:11])[CH2:7][CH:6]1[C:14]([F:22])([F:21])[C:15]([F:19])([F:20])[S:16]([O-:24])(=[O:18])=[O:17])=[O:4].[Na+:23]. (6) Given the reactants Cl.N[C@H]1C[C@@H](N2C=NC3C2=NC=NC=3NC2CCCC2)[C@H:5]([OH:23])[C@@H:4]1[OH:24].[NH2:25][C@H:26]1[CH2:30][C@@H:29]([N:31]2[CH:39]=[N:38][C:37]3[C:32]2=[N:33][C:34]([Cl:46])=[N:35][C:36]=3[NH:40][CH:41]2[CH2:45][CH2:44][CH2:43][CH2:42]2)[C@H:28]([OH:47])[C@@H:27]1[OH:48], predict the reaction product. The product is: [Cl:46][C:34]1[N:33]=[C:32]2[C:37]([N:38]=[CH:39][N:31]2[C@@H:29]2[CH2:30][C@H:26]([NH:25][C:5](=[O:23])[CH2:4][OH:24])[C@@H:27]([OH:48])[C@H:28]2[OH:47])=[C:36]([NH:40][CH:41]2[CH2:42][CH2:43][CH2:44][CH2:45]2)[N:35]=1. (7) Given the reactants Cl[C:2]1[CH:3]=[C:4]([CH:8]([C:10]2[C:15](=[O:16])[CH:14]=[CH:13][N:12](C3C=NN(CC)C=3)[N:11]=2)[CH3:9])[CH:5]=[CH:6][CH:7]=1.CN1C=C(N2C=CC(=O)C(CC3C=CC=C([B:44]4[O:48][C:47]([CH3:50])([CH3:49])[C:46]([CH3:52])([CH3:51])[O:45]4)C=3)=N2)C=N1, predict the reaction product. The product is: [CH3:51][C:46]1([CH3:52])[C:47]([CH3:50])([CH3:49])[O:48][B:44]([C:2]2[CH:3]=[C:4]([CH:8]([C:10]3[C:15](=[O:16])[CH:14]=[CH:13][NH:12][N:11]=3)[CH3:9])[CH:5]=[CH:6][CH:7]=2)[O:45]1. (8) Given the reactants [F:1][C:2]([F:15])([F:14])[C:3]1[CH:4]=[C:5]([CH:9]=[CH:10][C:11](O)=[O:12])[CH:6]=[CH:7][CH:8]=1.S(=O)(=O)(O)O, predict the reaction product. The product is: [F:1][C:2]([F:14])([F:15])[C:3]1[CH:4]=[C:5]([CH:9]=[CH:10][CH2:11][OH:12])[CH:6]=[CH:7][CH:8]=1.